From a dataset of Forward reaction prediction with 1.9M reactions from USPTO patents (1976-2016). Predict the product of the given reaction. (1) Given the reactants [H-].[Na+].[CH:3]1([CH2:6][O:7][CH2:8][C:9]2[CH:14]=[CH:13][C:12]([C@@H:15]3[C@@H:20]([O:21][CH2:22][C:23]4[CH:24]=C[C:26]5[O:31][CH2:30]CN(CCCOC)[C:27]=5[CH:37]=4)[CH2:19][N:18](S(C4C=CC(C)=CC=4)(=O)=O)[CH2:17][C@H:16]3[OH:48])=[CH:11][CH:10]=2)[CH2:5][CH2:4]1.Br[CH2:50][CH2:51][CH2:52][O:53][CH3:54].[I-].[Na+].[CH3:57][N:58]([CH3:61])[CH:59]=O, predict the reaction product. The product is: [CH:3]1([CH2:6][O:7][CH2:8][C:9]2[CH:14]=[CH:13][C:12]([C@H:15]3[C@H:16]([O:48][CH2:50][CH2:51][CH2:52][O:53][CH3:54])[CH2:17][NH:18][CH2:19][C@@H:20]3[O:21][CH2:22][C:23]3[CH:37]=[CH:27][C:26]4[O:31][CH2:30][CH2:59][N:58]([CH2:61][CH2:3][CH2:6][O:7][CH3:8])[C:57]=4[CH:24]=3)=[CH:11][CH:10]=2)[CH2:4][CH2:5]1. (2) Given the reactants [F:1][C:2]1[CH:7]=[C:6]([F:8])[CH:5]=[CH:4][C:3]=1[C:9](=[O:19])[C@H:10]([O:12]C1CCCCO1)[CH3:11].C1(C)C=CC(S([O-])(=O)=O)=CC=1.[NH+]1C=CC=CC=1, predict the reaction product. The product is: [F:1][C:2]1[CH:7]=[C:6]([F:8])[CH:5]=[CH:4][C:3]=1[C:9](=[O:19])[C@H:10]([OH:12])[CH3:11]. (3) The product is: [C:1]([NH:8][CH2:9][C:10]1[CH:15]=[CH:14][C:13]([N:16]2[CH2:20][CH:19]([CH2:21][NH:22][C:23]([C:25]3[S:26][C:27]([Cl:30])=[CH:28][CH:29]=3)=[O:24])[O:18][C:17]2=[O:31])=[CH:12][CH:11]=1)(=[O:3])[CH3:2]. Given the reactants [C:1](OC(=O)C)(=[O:3])[CH3:2].[NH2:8][CH2:9][C:10]1[CH:15]=[CH:14][C:13]([N:16]2[CH2:20][CH:19]([CH2:21][NH:22][C:23]([C:25]3[S:26][C:27]([Cl:30])=[CH:28][CH:29]=3)=[O:24])[O:18][C:17]2=[O:31])=[CH:12][CH:11]=1.CCOCC, predict the reaction product. (4) Given the reactants [C:1]1(=O)[O:7][CH2:6][CH2:5][CH2:4][CH2:3][CH2:2]1.[CH:9](O)([OH:13])[CH2:10]CC.[OH-].[K+], predict the reaction product. The product is: [CH2:6]([OH:7])[CH2:5][CH2:4][CH2:3][OH:13].[CH2:9]([CH:5]([CH2:4][CH2:3][CH2:2][CH3:1])[CH2:6][OH:7])[CH3:10]. (5) Given the reactants [CH2:1]([C:3]1[C:10]([C:11]2[S:15][C:14]([C:16]3[CH:21]=[CH:20][C:19]([O:22][CH:23]([CH3:25])[CH3:24])=[C:18]([C:26]([F:29])([F:28])[F:27])[CH:17]=3)=[N:13][CH:12]=2)=[CH:9][CH:8]=[CH:7][C:4]=1[CH:5]=O)[CH3:2].[NH:30]1[CH2:33][CH:32]([C:34]([OH:36])=[O:35])[CH2:31]1.C(O)(=O)C.C(O[BH-](OC(=O)C)OC(=O)C)(=O)C.[Na+], predict the reaction product. The product is: [CH2:1]([C:3]1[C:10]([C:11]2[S:15][C:14]([C:16]3[CH:21]=[CH:20][C:19]([O:22][CH:23]([CH3:24])[CH3:25])=[C:18]([C:26]([F:28])([F:29])[F:27])[CH:17]=3)=[N:13][CH:12]=2)=[CH:9][CH:8]=[CH:7][C:4]=1[CH2:5][N:30]1[CH2:33][CH:32]([C:34]([OH:36])=[O:35])[CH2:31]1)[CH3:2]. (6) Given the reactants [CH3:1][S:2]([CH2:5][CH2:6][CH2:7][CH2:8][NH2:9])(=[O:4])=[O:3].[Cl:10][C:11]1[C:16]([N+:17]([O-:19])=[O:18])=[C:15](Cl)[CH:14]=[C:13]([CH2:21][CH2:22][CH2:23][CH2:24][CH3:25])[N:12]=1.C(N(CC)CC)C, predict the reaction product. The product is: [Cl:10][C:11]1[C:16]([N+:17]([O-:19])=[O:18])=[C:15]([NH:9][CH2:8][CH2:7][CH2:6][CH2:5][S:2]([CH3:1])(=[O:4])=[O:3])[CH:14]=[C:13]([CH2:21][CH2:22][CH2:23][CH2:24][CH3:25])[N:12]=1. (7) Given the reactants [C:1]([O:5][C:6]([N:8]1[CH2:13][CH2:12][N:11]([C:14]2[C:19](Br)=[N:18][CH:17]=[C:16]([O:21][CH2:22][C:23]3[CH:28]=[CH:27][CH:26]=[C:25]([Cl:29])[CH:24]=3)[N:15]=2)[CH2:10][CH2:9]1)=[O:7])([CH3:4])([CH3:3])[CH3:2].[CH3:30]B(O)O.[O-]P([O-])([O-])=O.[K+].[K+].[K+], predict the reaction product. The product is: [C:1]([O:5][C:6]([N:8]1[CH2:13][CH2:12][N:11]([C:14]2[C:19]([CH3:30])=[N:18][CH:17]=[C:16]([O:21][CH2:22][C:23]3[CH:28]=[CH:27][CH:26]=[C:25]([Cl:29])[CH:24]=3)[N:15]=2)[CH2:10][CH2:9]1)=[O:7])([CH3:4])([CH3:3])[CH3:2]. (8) Given the reactants [CH:1]1([C:4](Cl)=[O:5])[CH2:3][CH2:2]1.[NH2:7][CH2:8][C:9]1[N:10]([CH2:21][CH:22]([CH3:24])[CH3:23])[C:11]2[C:16]([CH3:17])=[C:15]([CH3:18])[N:14]=[C:13]([NH2:19])[C:12]=2[N:20]=1.C(N(CC)CC)C, predict the reaction product. The product is: [NH2:19][C:13]1[C:12]2[N:20]=[C:9]([CH2:8][NH:7][C:4]([CH:1]3[CH2:3][CH2:2]3)=[O:5])[N:10]([CH2:21][CH:22]([CH3:24])[CH3:23])[C:11]=2[C:16]([CH3:17])=[C:15]([CH3:18])[N:14]=1. (9) Given the reactants [Cl:1][C:2]1[CH:3]=[C:4]([C:12]2[O:16][N:15]=[C:14]([C:17]3[C:27]4[O:26][CH2:25][CH2:24][N:23]([C:28]([O:30][C:31]([CH3:34])([CH3:33])[CH3:32])=[O:29])[CH:22]([CH2:35][CH2:36][C:37]([O:39]C)=[O:38])[C:21]=4[CH:20]=[CH:19][CH:18]=3)[N:13]=2)[CH:5]=[CH:6][C:7]=1[O:8][CH:9]([CH3:11])[CH3:10].[OH-].[Na+], predict the reaction product. The product is: [Cl:1][C:2]1[CH:3]=[C:4]([C:12]2[O:16][N:15]=[C:14]([C:17]3[C:27]4[O:26][CH2:25][CH2:24][N:23]([C:28]([O:30][C:31]([CH3:32])([CH3:33])[CH3:34])=[O:29])[CH:22]([CH2:35][CH2:36][C:37]([OH:39])=[O:38])[C:21]=4[CH:20]=[CH:19][CH:18]=3)[N:13]=2)[CH:5]=[CH:6][C:7]=1[O:8][CH:9]([CH3:11])[CH3:10].